Predict the reactants needed to synthesize the given product. From a dataset of Full USPTO retrosynthesis dataset with 1.9M reactions from patents (1976-2016). (1) Given the product [NH2:27][CH:2]1[CH2:22][CH2:21][C:5]2([CH2:10][CH2:9][N:8]([C:11]([O:13][CH2:14][C:15]3[CH:20]=[CH:19][CH:18]=[CH:17][CH:16]=3)=[O:12])[CH2:7][CH2:6]2)[CH2:4][CH2:3]1, predict the reactants needed to synthesize it. The reactants are: O=[C:2]1[CH2:22][CH2:21][C:5]2([CH2:10][CH2:9][N:8]([C:11]([O:13][CH2:14][C:15]3[CH:20]=[CH:19][CH:18]=[CH:17][CH:16]=3)=[O:12])[CH2:7][CH2:6]2)[CH2:4][CH2:3]1.C([O-])(=O)C.[NH4+:27].C(O[BH-](OC(=O)C)OC(=O)C)(=O)C.[Na+].C(=O)(O)[O-].[Na+]. (2) Given the product [C:50]([O:49][C:48]([NH:47][C@@H:31]([C:32]1[CH:37]=[C:36]([C:2]2[CH:23]=[C:22]([NH:24][CH2:25][CH:26]3[CH2:28][CH2:27]3)[CH:21]=[C:4]([CH2:5][O:6][C:7]3[CH:12]=[CH:11][CH:10]=[CH:9][C:8]=3[CH2:13][C:14]([O:16][C:17]([CH3:20])([CH3:19])[CH3:18])=[O:15])[CH:3]=2)[CH:35]=[CH:34][CH:33]=1)[CH2:30][OH:29])=[O:54])([CH3:53])([CH3:51])[CH3:52], predict the reactants needed to synthesize it. The reactants are: Cl[C:2]1[CH:3]=[C:4]([CH:21]=[C:22]([NH:24][CH2:25][CH:26]2[CH2:28][CH2:27]2)[CH:23]=1)[CH2:5][O:6][C:7]1[CH:12]=[CH:11][CH:10]=[CH:9][C:8]=1[CH2:13][C:14]([O:16][C:17]([CH3:20])([CH3:19])[CH3:18])=[O:15].[OH:29][CH2:30][C@@H:31]([NH:47][C:48](=[O:54])[O:49][C:50]([CH3:53])([CH3:52])[CH3:51])[C:32]1[CH:37]=[CH:36][CH:35]=[C:34](B2OC(C)(C)C(C)(C)O2)[CH:33]=1.[O-]P([O-])([O-])=O.[K+].[K+].[K+].